Dataset: Forward reaction prediction with 1.9M reactions from USPTO patents (1976-2016). Task: Predict the product of the given reaction. (1) Given the reactants C([N:8](CC1C=CC=CC=1)[C@H:9]1[CH2:14][CH2:13][C@@H:12]([N:15]2[CH2:20][CH2:19][N:18]([CH2:21][CH:22]3[CH2:24][CH2:23]3)[CH2:17][CH2:16]2)[CH2:11][CH2:10]1)C1C=CC=CC=1, predict the reaction product. The product is: [CH:22]1([CH2:21][N:18]2[CH2:19][CH2:20][N:15]([C@@H:12]3[CH2:13][CH2:14][C@H:9]([NH2:8])[CH2:10][CH2:11]3)[CH2:16][CH2:17]2)[CH2:23][CH2:24]1. (2) The product is: [F:1][C:2]1[CH:7]=[C:6]([F:8])[CH:5]=[CH:4][C:3]=1[C:9]1[CH:10]=[C:11]([I:21])[C:12]([O:20][C:22](=[O:24])[CH3:23])=[C:13]([C:14]([O:16][CH2:17][CH3:18])=[O:15])[CH:19]=1. Given the reactants [F:1][C:2]1[CH:7]=[C:6]([F:8])[CH:5]=[CH:4][C:3]=1[C:9]1[CH:19]=[C:13]([C:14]([O:16][CH2:17][CH3:18])=[O:15])[C:12]([OH:20])=[C:11]([I:21])[CH:10]=1.[C:22](OC(=O)C)(=[O:24])[CH3:23], predict the reaction product. (3) Given the reactants [Br:1][C:2]1[N:7]=[CH:6][C:5]([CH:8]=O)=[CH:4][CH:3]=1.[C:10]([CH:15]=P(C1C=CC=CC=1)(C1C=CC=CC=1)C1C=CC=CC=1)([O:12][CH2:13][CH3:14])=[O:11], predict the reaction product. The product is: [Br:1][C:2]1[N:7]=[CH:6][C:5](/[CH:8]=[CH:15]/[C:10]([O:12][CH2:13][CH3:14])=[O:11])=[CH:4][CH:3]=1. (4) Given the reactants [Br:1][C:2]1[C:3](=[O:25])[C:4]([O:17][CH2:18][C:19]2[CH:24]=[CH:23][CH:22]=[CH:21][CH:20]=2)=[C:5]([C:13]([O:15][CH3:16])=[O:14])[N:6]([CH2:8][CH:9]([OH:12])[O:10]C)[CH:7]=1.I([O-])(=O)(=O)=O.[Na+].BrC1C(=O)C(OCC2C=CC=CC=2)=C(C(OC)=O)N(CC(O)CO)C=1, predict the reaction product. The product is: [Br:1][C:2]1[C:3](=[O:25])[C:4]([O:17][CH2:18][C:19]2[CH:24]=[CH:23][CH:22]=[CH:21][CH:20]=2)=[C:5]([C:13]([O:15][CH3:16])=[O:14])[N:6]([CH2:8][CH:9]([OH:12])[OH:10])[CH:7]=1. (5) Given the reactants CC1NC(C2C=C(C=CC=2C)C(OC)=O)=C(C)N=1.[CH3:19][C:20]1[CH:29]=[C:28]([CH3:30])[C:27](B2OC(C)(C)C(C)(C)O2)=[CH:26][C:21]=1[C:22]([O:24][CH3:25])=[O:23].CC1C=CC(C(OC)=O)=CC=1B1OC(C)(C)C(C)(C)O1.I[C:61]1[NH:65][C:64]([C:66]2([CH3:70])[CH2:69][O:68][CH2:67]2)=[N:63][C:62]=1[CH3:71].IC1NC(C)=NC=1C, predict the reaction product. The product is: [CH3:19][C:20]1[CH:29]=[C:28]([CH3:30])[C:27]([C:61]2[NH:65][C:64]([C:66]3([CH3:70])[CH2:69][O:68][CH2:67]3)=[N:63][C:62]=2[CH3:71])=[CH:26][C:21]=1[C:22]([O:24][CH3:25])=[O:23]. (6) Given the reactants [O:1]=[C:2]1[CH:11]=[CH:10][C:9]2[C:4](=[CH:5][CH:6]=[N:7][CH:8]=2)[N:3]1[CH2:12][C:13]([OH:15])=[O:14], predict the reaction product. The product is: [O:1]=[C:2]1[CH2:11][CH2:10][C:9]2[C:4](=[CH:5][CH:6]=[N:7][CH:8]=2)[N:3]1[CH2:12][C:13]([OH:15])=[O:14]. (7) Given the reactants Cl[C:2]([O:4][CH2:5][CH3:6])=[O:3].[Br:7][C:8]1[CH:14]=[CH:13][CH:12]=[CH:11][C:9]=1[NH2:10], predict the reaction product. The product is: [CH2:5]([O:4][C:2](=[O:3])[NH:10][C:9]1[CH:11]=[CH:12][CH:13]=[CH:14][C:8]=1[Br:7])[CH3:6].